From a dataset of Catalyst prediction with 721,799 reactions and 888 catalyst types from USPTO. Predict which catalyst facilitates the given reaction. (1) Reactant: [NH:1]1[CH2:5][CH2:4][CH2:3][C@H:2]1[C:6]1[NH:7][C:8]([C:11]2[CH:16]=[CH:15][N:14]=[CH:13][CH:12]=2)=[CH:9][N:10]=1.C(N(CC)CC)C.[C:24]([O:27][C@H:28]1[CH2:45][CH2:44][C@@:43]2([CH3:46])[C@@H:30]([CH2:31][CH2:32][C@:33]3([CH3:57])[C@@H:42]2[CH2:41][CH2:40][C@H:39]2[C@@:34]3([CH3:56])[CH2:35][CH2:36][C@@:37]3([C:53](O)=[O:54])[CH2:49][CH2:48][C@@H:47]([C:50]([CH3:52])=[CH2:51])[C@@H:38]32)[C:29]1([CH3:59])[CH3:58])(=[O:26])[CH3:25]. Product: [C:24]([O:27][C@H:28]1[CH2:45][CH2:44][C@@:43]2([CH3:46])[C@@H:30]([CH2:31][CH2:32][C@:33]3([CH3:57])[C@@H:42]2[CH2:41][CH2:40][C@H:39]2[C@@:34]3([CH3:56])[CH2:35][CH2:36][C@@:37]3([C:53]([N:1]4[CH2:5][CH2:4][CH2:3][C@H:2]4[C:6]4[NH:7][C:8]([C:11]5[CH:16]=[CH:15][N:14]=[CH:13][CH:12]=5)=[CH:9][N:10]=4)=[O:54])[CH2:49][CH2:48][C@@H:47]([C:50]([CH3:52])=[CH2:51])[C@@H:38]32)[C:29]1([CH3:59])[CH3:58])(=[O:26])[CH3:25]. The catalyst class is: 34. (2) Reactant: Br[CH2:2][CH2:3][CH2:4][CH2:5][O:6][C:7]1[CH:16]=[C:15]2[C:10]([CH2:11][CH2:12][C:13](=[O:17])[NH:14]2)=[CH:9][CH:8]=1.[I-].[Na+].C(#N)C.[Cl:23][C:24]1[C:29]([Cl:30])=[CH:28][CH:27]=[CH:26][C:25]=1[N:31]1[CH2:36][CH2:35][NH:34][CH2:33][CH2:32]1. Product: [Cl:23][C:24]1[C:29]([Cl:30])=[CH:28][CH:27]=[CH:26][C:25]=1[N:31]1[CH2:36][CH2:35][N:34]([CH2:2][CH2:3][CH2:4][CH2:5][O:6][C:7]2[CH:16]=[C:15]3[C:10]([CH2:11][CH2:12][C:13](=[O:17])[NH:14]3)=[CH:9][CH:8]=2)[CH2:33][CH2:32]1. The catalyst class is: 542. (3) Reactant: [CH2:1]([N:8]1[CH2:13][CH2:12][C:11](=[O:14])[CH2:10][CH2:9]1)[C:2]1[CH:7]=[CH:6][CH:5]=[CH:4][CH:3]=1.[F:15][C:16]([Si](C)(C)C)([F:18])[F:17].[F-].C([N+](CCCC)(CCCC)CCCC)CCC.Cl. Product: [CH2:1]([N:8]1[CH2:13][CH2:12][C:11]([OH:14])([C:16]([F:18])([F:17])[F:15])[CH2:10][CH2:9]1)[C:2]1[CH:3]=[CH:4][CH:5]=[CH:6][CH:7]=1. The catalyst class is: 1. (4) Reactant: [N+:1]([C:4]1[CH:9]=[CH:8][C:7]([S:10][CH2:11][C:12]2[CH:17]=[CH:16][CH:15]=[CH:14][N:13]=2)=[CH:6][CH:5]=1)([O-])=O.[Cl-].[Ca+2].[Cl-]. Product: [N:13]1[CH:14]=[CH:15][CH:16]=[CH:17][C:12]=1[CH2:11][S:10][C:7]1[CH:8]=[CH:9][C:4]([NH2:1])=[CH:5][CH:6]=1. The catalyst class is: 8. (5) Reactant: [CH2:1]([NH:3][C:4]([CH2:6][CH:7]([NH:9][C:10]([C:12]1[C:20]2[C:15](=[N:16][CH:17]=[C:18]([CH:21]3[CH2:23][CH2:22]3)[N:19]=2)[N:14](COCC[Si](C)(C)C)[CH:13]=1)=[O:11])[CH3:8])=[O:5])[CH3:2].FC(F)(F)C(O)=O. Product: [CH2:1]([NH:3][C:4]([CH2:6][CH:7]([NH:9][C:10]([C:12]1[C:20]2[C:15](=[N:16][CH:17]=[C:18]([CH:21]3[CH2:22][CH2:23]3)[N:19]=2)[NH:14][CH:13]=1)=[O:11])[CH3:8])=[O:5])[CH3:2]. The catalyst class is: 2.